From a dataset of Reaction yield outcomes from USPTO patents with 853,638 reactions. Predict the reaction yield, written as a fraction of the theoretical maximum amount of product (1.0 means a 100% yield; for example, 0.34 means a 34% yield). (1) The reactants are Br[C:2]1[CH:10]=[C:9]([O:11][CH3:12])[C:8]([O:13][CH3:14])=[CH:7][C:3]=1[C:4]([OH:6])=[O:5].[C:15](=[O:18])([O-])[O-:16].[Cs+].[Cs+].[NH:21]1[CH:25]=[CH:24][N:23]=[N:22]1.CN[C@@H]1CCCC[C@H]1NC. The catalyst is CCOCC.O.[Cu](I)I.CN(C=O)C. The product is [CH3:15][O:18][C:7]1[C:8]([O:13][CH3:14])=[CH:9][CH:10]=[C:2]([N:22]2[N:23]=[CH:24][CH:25]=[N:21]2)[C:3]=1[C:4]([OH:6])=[O:5].[CH3:12][O:11][C:9]1[C:8]([O:13][CH3:14])=[CH:7][CH:3]=[C:2]([N:21]2[CH:25]=[CH:24][N:23]=[N:22]2)[C:10]=1[C:15]([OH:16])=[O:18]. The yield is 0.600. (2) The reactants are [Br:1][C:2]1[CH:3]=[C:4]2[C:11]3([N:15]=[C:14]([CH3:16])[C:13](=S)[NH:12]3)[CH2:10][CH2:9][O:8][C:5]2=[CH:6][CH:7]=1.[NH3:18]. The catalyst is CO. The product is [Br:1][C:2]1[CH:3]=[C:4]2[C:11]3([N:12]=[C:13]([NH2:18])[C:14]([CH3:16])=[N:15]3)[CH2:10][CH2:9][O:8][C:5]2=[CH:6][CH:7]=1. The yield is 0.770. (3) The reactants are [Br:1][C:2]1[CH:3]=[C:4]([C:8]2([C:18]3[CH:23]=[CH:22][CH:21]=[C:20]([OH:24])[CH:19]=3)[C:12]3=[N:13][CH2:14][CH2:15][CH2:16][N:11]3[C:10](=[S:17])[NH:9]2)[CH:5]=[CH:6][CH:7]=1.[CH2:25]([S:28](Cl)(=[O:30])=[O:29])[CH2:26][CH3:27]. No catalyst specified. The product is [CH2:25]([S:28]([O:24][C:20]1[CH:21]=[CH:22][CH:23]=[C:18]([C:8]2([C:4]3[CH:5]=[CH:6][CH:7]=[C:2]([Br:1])[CH:3]=3)[C:12]3=[N:13][CH2:14][CH2:15][CH2:16][N:11]3[C:10](=[S:17])[NH:9]2)[CH:19]=1)(=[O:30])=[O:29])[CH2:26][CH3:27]. The yield is 0.340. (4) The reactants are C(OC([CH:6]1[CH2:11][CH2:10][CH2:9][NH:8][C:7]1=[O:12])=O)C.[OH-].[K+].[CH2:15]([O:17][C:18](=[O:26])[C:19]1[CH:24]=[CH:23][C:22]([NH2:25])=[CH:21][CH:20]=1)[CH3:16].Cl.[N:28]([O-])=O.[Na+].C(=O)(O)[O-].[Na+]. The catalyst is O. The product is [CH2:15]([O:17][C:18](=[O:26])[C:19]1[CH:24]=[CH:23][C:22]([NH:25][N:28]=[C:6]2[CH2:11][CH2:10][CH2:9][NH:8][C:7]2=[O:12])=[CH:21][CH:20]=1)[CH3:16]. The yield is 0.530. (5) The reactants are [Cl:1][C:2]1[N:7]=[CH:6][C:5]([OH:8])=[CH:4][N:3]=1.Cl[CH:10]1[CH2:14][CH2:13][CH2:12][CH2:11]1.C(=O)([O-])[O-].[K+].[K+].O. The catalyst is CN(C)C=O. The product is [Cl:1][C:2]1[N:7]=[CH:6][C:5]([O:8][CH:10]2[CH2:14][CH2:13][CH2:12][CH2:11]2)=[CH:4][N:3]=1. The yield is 0.546. (6) The reactants are [C:1]1(=[O:17])[N:5]([CH2:6][CH2:7][CH2:8][CH2:9][CH2:10]O)[C:4](=[O:12])[C:3]2=[CH:13][CH:14]=[CH:15][CH:16]=[C:2]12.P(Br)(Br)[Br:19].C(=O)([O-])O.[Na+]. The catalyst is C(OCC)C. The yield is 0.450. The product is [Br:19][CH2:10][CH2:9][CH2:8][CH2:7][CH2:6][N:5]1[C:4](=[O:12])[C:3]2=[CH:13][CH:14]=[CH:15][CH:16]=[C:2]2[C:1]1=[O:17]. (7) The product is [Cl:13][C:14]1[CH:15]=[C:16]([NH:17][C:2]2[C:11]3[C:6](=[CH:7][CH:8]=[CH:9][C:10]=3[F:12])[N:5]=[CH:4][N:3]=2)[CH:18]=[CH:19][C:20]=1[O:21][CH2:22][C:23]1[CH:28]=[CH:27][CH:26]=[CH:25][N:24]=1. The catalyst is CC(O)C. The yield is 0.480. The reactants are Cl[C:2]1[C:11]2[C:6](=[CH:7][CH:8]=[CH:9][C:10]=2[F:12])[N:5]=[CH:4][N:3]=1.[Cl:13][C:14]1[CH:15]=[C:16]([CH:18]=[CH:19][C:20]=1[O:21][CH2:22][C:23]1[CH:28]=[CH:27][CH:26]=[CH:25][N:24]=1)[NH2:17]. (8) The product is [CH:2]([C:4]1[C:16]([NH2:17])=[C:15]([CH:18]([CH3:20])[CH3:19])[C:7]2[S:8][C:9]3[CH:14]=[CH:13][CH:12]=[CH:11][C:10]=3[C:6]=2[CH:5]=1)([CH3:3])[CH3:1]. The reactants are [CH2:1]=[C:2]([C:4]1[C:16]([NH2:17])=[C:15]([C:18]([CH3:20])=[CH2:19])[C:7]2[S:8][C:9]3[CH:14]=[CH:13][CH:12]=[CH:11][C:10]=3[C:6]=2[CH:5]=1)[CH3:3].C(O)(=O)C. The yield is 0.820. The catalyst is C(O)C.[Pd].[Pt]. (9) The reactants are [O:1]([C:8]1[CH:9]=[C:10]([CH:23]=[CH:24][CH:25]=1)[C:11]([NH:13][C:14]([CH3:22])([C:16]1[CH:21]=[CH:20][CH:19]=[CH:18][CH:17]=1)[CH3:15])=[O:12])[C:2]1[CH:7]=[CH:6][CH:5]=[CH:4][CH:3]=1.CN(CCN(C)C)C.C([Li])(CC)C.CCCCCC.CN([CH:48]=[O:49])C. The catalyst is C1COCC1. The product is [O:1]([C:8]1[CH:25]=[CH:24][CH:23]=[C:10]2[C:9]=1[CH:48]([OH:49])[N:13]([C:14]([CH3:15])([C:16]1[CH:17]=[CH:18][CH:19]=[CH:20][CH:21]=1)[CH3:22])[C:11]2=[O:12])[C:2]1[CH:3]=[CH:4][CH:5]=[CH:6][CH:7]=1. The yield is 0.900.